Dataset: Forward reaction prediction with 1.9M reactions from USPTO patents (1976-2016). Task: Predict the product of the given reaction. (1) Given the reactants Cl[S:2]([OH:5])(=O)=[O:3].[C:6]1([N:12]2[C:19]([C:20]3[CH:25]=[CH:24][CH:23]=[CH:22][CH:21]=3)=[CH:18][C:16](=[O:17])[NH:15][C:13]2=[O:14])[CH:11]=[CH:10][CH:9]=[CH:8][CH:7]=1.[NH3:26], predict the reaction product. The product is: [O:14]=[C:13]1[N:12]([C:6]2[CH:11]=[CH:10][CH:9]=[CH:8][CH:7]=2)[C:19]([C:20]2[CH:21]=[CH:22][C:23]([S:2]([NH2:26])(=[O:5])=[O:3])=[CH:24][CH:25]=2)=[CH:18][C:16](=[O:17])[NH:15]1. (2) Given the reactants [CH:1]1([C:4]2[CH:10]=[CH:9][CH:8]=[C:7]([CH3:11])[C:5]=2[O-:6])[CH2:3][CH2:2]1.[Na+].C(O)CCCCCCC.[OH:22][C:23]1[CH:28]=[C:27]([Cl:29])[N:26]=[N:25][C:24]=1Cl.C1(C2C=CC=C(C)C=2O)CC1, predict the reaction product. The product is: [Cl:29][C:27]1[N:26]=[N:25][C:24]([O:6][C:5]2[C:7]([CH3:11])=[CH:8][CH:9]=[CH:10][C:4]=2[CH:1]2[CH2:3][CH2:2]2)=[C:23]([OH:22])[CH:28]=1. (3) Given the reactants C(N1C=CN=C1)(N1C=CN=C1)=O.[Cl:13][C:14]1[CH:19]=[CH:18][CH:17]=[C:16]([Cl:20])[C:15]=1[CH2:21][C:22]([OH:24])=O.[Si:25]([O:32][CH2:33][C@H:34]1[CH2:43][C:42]2[C:37](=[CH:38][CH:39]=[CH:40][C:41]=2[CH2:44][CH2:45][C:46]([CH3:49])([OH:48])[CH3:47])[C@H:36]([CH3:50])[NH:35]1)([C:28]([CH3:31])([CH3:30])[CH3:29])([CH3:27])[CH3:26], predict the reaction product. The product is: [Si:25]([O:32][CH2:33][C@H:34]1[CH2:43][C:42]2[C:37](=[CH:38][CH:39]=[CH:40][C:41]=2[CH2:44][CH2:45][C:46]([OH:48])([CH3:49])[CH3:47])[C@H:36]([CH3:50])[N:35]1[C:22](=[O:24])[CH2:21][C:15]1[C:16]([Cl:20])=[CH:17][CH:18]=[CH:19][C:14]=1[Cl:13])([C:28]([CH3:31])([CH3:30])[CH3:29])([CH3:27])[CH3:26].